This data is from Forward reaction prediction with 1.9M reactions from USPTO patents (1976-2016). The task is: Predict the product of the given reaction. (1) Given the reactants [OH:1][NH:2][C:3]([C:5]1[CH:10]=[CH:9][N:8]=[CH:7][CH:6]=1)=[NH:4].[Cl:11][C:12]1[CH:17]=[CH:16][C:15]([C:18]2[CH:23]=[C:22]([C:24]([F:27])([F:26])[F:25])[N:21]=[C:20]([C:28](O)=O)[N:19]=2)=[CH:14][CH:13]=1, predict the reaction product. The product is: [Cl:11][C:12]1[CH:13]=[CH:14][C:15]([C:18]2[CH:23]=[C:22]([C:24]([F:26])([F:25])[F:27])[N:21]=[C:20]([C:28]3[O:1][N:2]=[C:3]([C:5]4[CH:10]=[CH:9][N:8]=[CH:7][CH:6]=4)[N:4]=3)[N:19]=2)=[CH:16][CH:17]=1. (2) Given the reactants [Br:1][C:2]1[CH:9]=[CH:8][C:5]([CH2:6][NH2:7])=[CH:4][CH:3]=1.ClC(Cl)(Cl)[C:12]([NH:14][C:15]1[CH:16]=[CH:17][CH:18]=[C:19]2[C:24]=1[CH:23]=[N:22][CH:21]=[CH:20]2)=[O:13].C1CCN2C(=NCCC2)CC1, predict the reaction product. The product is: [Br:1][C:2]1[CH:9]=[CH:8][C:5]([CH2:6][NH:7][C:12]([NH:14][C:15]2[CH:16]=[CH:17][CH:18]=[C:19]3[C:24]=2[CH:23]=[N:22][CH:21]=[CH:20]3)=[O:13])=[CH:4][CH:3]=1.